Dataset: Peptide-MHC class I binding affinity with 185,985 pairs from IEDB/IMGT. Task: Regression. Given a peptide amino acid sequence and an MHC pseudo amino acid sequence, predict their binding affinity value. This is MHC class I binding data. (1) The peptide sequence is GIIITVGML. The MHC is HLA-A02:06 with pseudo-sequence HLA-A02:06. The binding affinity (normalized) is 0.0924. (2) The binding affinity (normalized) is 0.313. The MHC is H-2-Db with pseudo-sequence H-2-Db. The peptide sequence is IQYNFAPV.